This data is from Catalyst prediction with 721,799 reactions and 888 catalyst types from USPTO. The task is: Predict which catalyst facilitates the given reaction. (1) Reactant: [CH3:1][C:2]1[N:7]=[CH:6][C:5]([C:8]([O:10]CC)=[O:9])=[CH:4][N:3]=1.[OH-].[Na+]. Product: [CH3:1][C:2]1[N:7]=[CH:6][C:5]([C:8]([OH:10])=[O:9])=[CH:4][N:3]=1. The catalyst class is: 8. (2) Reactant: [Cl:1][C:2]1[CH:7]=[CH:6][C:5](/[CH:8]=[N:9]/[CH3:10])=[C:4]([F:11])[CH:3]=1.[Cl:12][C:13]1[CH:18]=[CH:17][C:16](/[C:19](=[CH:22]/[CH2:23][C:24]([CH3:27])([CH3:26])[CH3:25])/[C:20]#[N:21])=[C:15]([F:28])[CH:14]=1.[OH-].[K+]. Product: [Cl:1][C:2]1[CH:7]=[CH:6][C:5]([CH:8]2[C:19]([C:16]3[CH:17]=[CH:18][C:13]([Cl:12])=[CH:14][C:15]=3[F:28])([C:20]#[N:21])[CH:22]([CH2:23][C:24]([CH3:27])([CH3:26])[CH3:25])[CH2:10][NH:9]2)=[C:4]([F:11])[CH:3]=1.[Cl:12][C:13]1[CH:18]=[CH:17][C:16]([C:19]2([C:20]#[N:21])[CH:22]([CH2:23][C:24]([CH3:25])([CH3:26])[CH3:27])[CH:8]([C:5]3[CH:6]=[CH:7][C:2]([Cl:1])=[CH:3][C:4]=3[F:11])[NH:9][CH2:10]2)=[C:15]([F:28])[CH:14]=1. The catalyst class is: 16. (3) Reactant: [CH3:1][C:2]([C:4]([O:6][CH2:7][CH2:8][OH:9])=[O:5])=[CH2:3].C(Cl)CCl.[CH3:14][C:15]1[C:16]([CH3:31])=[C:17]2[O:26][C:25]([C:28](O)=[O:29])([CH3:27])[CH2:24][CH2:23][C:18]2=[C:19]([CH3:22])[C:20]=1[OH:21]. Product: [C:4]([O:6][CH2:7][CH2:8][O:9][C:28]([C:25]1([CH3:27])[CH2:24][CH2:23][C:18]2[C:17](=[C:16]([CH3:31])[C:15]([CH3:14])=[C:20]([OH:21])[C:19]=2[CH3:22])[O:26]1)=[O:29])(=[O:5])[C:2]([CH3:1])=[CH2:3]. The catalyst class is: 1.